From a dataset of Choline transporter screen with 302,306 compounds. Binary Classification. Given a drug SMILES string, predict its activity (active/inactive) in a high-throughput screening assay against a specified biological target. The compound is s1nnc(C(=O)N(CC(=O)NC2CCCC2)Cc2ccc(OC)cc2)c1. The result is 0 (inactive).